From a dataset of Full USPTO retrosynthesis dataset with 1.9M reactions from patents (1976-2016). Predict the reactants needed to synthesize the given product. (1) Given the product [Cl:1][C:2]1[C:7]([C:8]2[C:13]([Cl:14])=[CH:12][C:11]([Cl:15])=[CH:10][N:9]=2)=[C:6]([NH:27][CH:24]([CH3:26])[CH3:25])[N:5]2[N:17]=[CH:18][C:19]([C:20]([O:22][CH3:23])=[O:21])=[C:4]2[N:3]=1, predict the reactants needed to synthesize it. The reactants are: [Cl:1][C:2]1[C:7]([C:8]2[C:13]([Cl:14])=[CH:12][C:11]([Cl:15])=[CH:10][N:9]=2)=[C:6](Cl)[N:5]2[N:17]=[CH:18][C:19]([C:20]([O:22][CH3:23])=[O:21])=[C:4]2[N:3]=1.[CH:24]([NH2:27])([CH3:26])[CH3:25].C(=O)([O-])[O-].[K+].[K+]. (2) Given the product [Br:8][C:6]1[CH:7]=[C:2]([C:13]2[CH:12]=[CH:11][C:10]([F:9])=[CH:17][C:14]=2[C:15]#[N:16])[CH:3]=[N:4][CH:5]=1, predict the reactants needed to synthesize it. The reactants are: Br[C:2]1[CH:3]=[N:4][CH:5]=[C:6]([Br:8])[CH:7]=1.[F:9][C:10]1[CH:11]=[CH:12][C:13](B2OC(C)(C)C(C)(C)O2)=[C:14]([CH:17]=1)[C:15]#[N:16].